This data is from Full USPTO retrosynthesis dataset with 1.9M reactions from patents (1976-2016). The task is: Predict the reactants needed to synthesize the given product. (1) Given the product [CH3:43][CH:44]([CH3:71])[C:45]([NH:47][C:48]1[CH:53]=[CH:52][CH:51]=[C:50]([CH:54]2[CH2:59][CH2:58][N:57]([CH2:60][CH2:61][CH2:62]/[C:63](/[C:64]3[CH:69]=[CH:68][CH:67]=[CH:66][CH:65]=3)=[N:73]\[NH:72][C:74]3[CH:79]=[CH:78][CH:77]=[CH:76][N:75]=3)[CH2:56][CH2:55]2)[CH:49]=1)=[O:46], predict the reactants needed to synthesize it. The reactants are: C1(N2C3C(=CC=CC=3)C(CCCN3CCC(C4C=C(NC(=O)C(C)C)C=CC=4)CC3)=C2C2C=CC=CC=2)C=CC=CC=1.[CH3:43][CH:44]([CH3:71])[C:45]([NH:47][C:48]1[CH:53]=[CH:52][CH:51]=[C:50]([CH:54]2[CH2:59][CH2:58][N:57]([CH2:60][CH2:61][CH2:62][C:63](=O)[C:64]3[CH:69]=[CH:68][CH:67]=[CH:66][CH:65]=3)[CH2:56][CH2:55]2)[CH:49]=1)=[O:46].[NH:72]([C:74]1[CH:79]=[CH:78][CH:77]=[CH:76][N:75]=1)[NH2:73]. (2) Given the product [F:17][C:4]1[CH:3]=[C:2]([N:20]2[C:21]3[CH2:22][C:23]([CH3:30])([CH3:31])[CH2:24][C:25](=[O:29])[C:26]=3[C:27]([CH3:28])=[C:19]2[CH3:18])[CH:9]=[C:8]([NH:10][CH:11]2[CH2:16][CH2:15][O:14][CH2:13][CH2:12]2)[C:5]=1[C:6]#[N:7], predict the reactants needed to synthesize it. The reactants are: Br[C:2]1[CH:9]=[C:8]([NH:10][CH:11]2[CH2:16][CH2:15][O:14][CH2:13][CH2:12]2)[C:5]([C:6]#[N:7])=[C:4]([F:17])[CH:3]=1.[CH3:18][C:19]1[NH:20][C:21]2[CH2:22][C:23]([CH3:31])([CH3:30])[CH2:24][C:25](=[O:29])[C:26]=2[C:27]=1[CH3:28].C([O-])([O-])=O.[K+].[K+].CNCCNC. (3) Given the product [Br:21][C:22]1[CH:27]=[CH:26][C:25]([C:14]([CH:11]2[CH2:10][CH2:9][N:8]([C:5](=[O:7])[CH3:6])[CH2:13][CH2:12]2)=[O:16])=[CH:24][CH:23]=1, predict the reactants needed to synthesize it. The reactants are: O=S(Cl)Cl.[C:5]([N:8]1[CH2:13][CH2:12][CH:11]([C:14]([OH:16])=O)[CH2:10][CH2:9]1)(=[O:7])[CH3:6].[Al+3].[Cl-].[Cl-].[Cl-].[Br:21][C:22]1[CH:27]=[CH:26][CH:25]=[CH:24][CH:23]=1. (4) The reactants are: [C:1]([O:5][C:6]([N:8]1[CH2:13][CH2:12][N:11]([C:14]2[C:19]([Cl:20])=[CH:18][C:17]([C:21]#[N:22])=[CH:16][N:15]=2)[CH2:10][CH2:9]1)=[O:7])([CH3:4])([CH3:3])[CH3:2].[N-:23]=[N+:24]=[N-:25].[Na+].[NH4+].[Cl-]. Given the product [Cl:20][C:19]1[C:14]([N:11]2[CH2:12][CH2:13][N:8]([C:6]([O:5][C:1]([CH3:4])([CH3:2])[CH3:3])=[O:7])[CH2:9][CH2:10]2)=[N:15][CH:16]=[C:17]([C:21]2[N:23]=[N:24][NH:25][N:22]=2)[CH:18]=1, predict the reactants needed to synthesize it. (5) Given the product [C:31]([O:30][C:28](=[O:29])[CH2:27][N:3]1[C:4]2[C:5](=[N:6][CH:7]=[CH:8][CH:9]=2)[N:10]([CH:11]2[CH2:12][CH2:13][N:14]([C:17]([O:19][C:20]([CH3:23])([CH3:22])[CH3:21])=[O:18])[CH2:15][CH2:16]2)[C:2]1=[O:1])([CH3:34])([CH3:33])[CH3:32], predict the reactants needed to synthesize it. The reactants are: [O:1]=[C:2]1[N:10]([CH:11]2[CH2:16][CH2:15][N:14]([C:17]([O:19][C:20]([CH3:23])([CH3:22])[CH3:21])=[O:18])[CH2:13][CH2:12]2)[C:5]2=[N:6][CH:7]=[CH:8][CH:9]=[C:4]2[NH:3]1.[H-].[Na+].Br[CH2:27][C:28]([O:30][C:31]([CH3:34])([CH3:33])[CH3:32])=[O:29]. (6) Given the product [CH:24]([C:21]1[CH:22]=[CH:23][C:18]([C@H:14]2[C:13]3[C:27]([CH3:28])=[C:9]([NH2:8])[C:10]([CH3:30])=[C:11]([CH3:29])[C:12]=3[O:16][C@H:15]2[CH3:17])=[CH:19][CH:20]=1)([CH3:26])[CH3:25], predict the reactants needed to synthesize it. The reactants are: C([NH:8][C:9]1[C:10]([CH3:30])=[C:11]([CH3:29])[C:12]2[O:16][C@@H:15]([CH3:17])[C@@H:14]([C:18]3[CH:23]=[CH:22][C:21]([CH:24]([CH3:26])[CH3:25])=[CH:20][CH:19]=3)[C:13]=2[C:27]=1[CH3:28])C1C=CC=CC=1.